This data is from Reaction yield outcomes from USPTO patents with 853,638 reactions. The task is: Predict the reaction yield, written as a fraction of the theoretical maximum amount of product (1.0 means a 100% yield; for example, 0.34 means a 34% yield). (1) The reactants are C(N(C(C)C)CC)(C)C.CC1C=CN=C(N)C=1C.[S:19](Cl)([C:22]1[CH:28]=[CH:27][C:25]([CH3:26])=[CH:24][CH:23]=1)(=[O:21])=[O:20].[CH2:30]([N:37]1[CH2:41][CH:40]([C:42]2[S:43][CH:44]=[C:45]([Br:47])[CH:46]=2)[CH:39]([CH2:48][OH:49])[CH2:38]1)[C:31]1[CH:36]=[CH:35][CH:34]=[CH:33][CH:32]=1. The catalyst is ClCCl. The product is [CH2:30]([N:37]1[CH2:41][CH:40]([C:42]2[S:43][CH:44]=[C:45]([Br:47])[CH:46]=2)[CH:39]([CH2:48][O:49][S:19]([C:22]2[CH:28]=[CH:27][C:25]([CH3:26])=[CH:24][CH:23]=2)(=[O:21])=[O:20])[CH2:38]1)[C:31]1[CH:32]=[CH:33][CH:34]=[CH:35][CH:36]=1. The yield is 0.510. (2) The reactants are FC(F)(F)C(O)=O.[Cl:8][C:9]1[CH:14]=[CH:13][C:12]([O:15][CH2:16][CH3:17])=[CH:11][C:10]=1[C:18]1[CH:19]=[CH:20][C:21]([C:41]([O:43][CH3:44])=[O:42])=[N:22][C:23]=1[C:24]1[CH:29]=[CH:28][C:27]([Cl:30])=[C:26]([O:31]CC2C=CC(OC)=CC=2)[CH:25]=1. The catalyst is C(Cl)Cl. The product is [Cl:8][C:9]1[CH:14]=[CH:13][C:12]([O:15][CH2:16][CH3:17])=[CH:11][C:10]=1[C:18]1[CH:19]=[CH:20][C:21]([C:41]([O:43][CH3:44])=[O:42])=[N:22][C:23]=1[C:24]1[CH:29]=[CH:28][C:27]([Cl:30])=[C:26]([OH:31])[CH:25]=1. The yield is 0.960. (3) The reactants are Br[C:2]1[CH:7]=[CH:6][C:5]([CH3:8])=[CH:4][N:3]=1.[CH3:9][O:10][C:11]1[CH:16]=[CH:15][C:14]([OH:17])=[CH:13][CH:12]=1.C([O-])([O-])=O.[K+].[K+]. No catalyst specified. The product is [CH3:9][O:10][C:11]1[CH:16]=[CH:15][C:14]([O:17][C:2]2[CH:7]=[CH:6][C:5]([CH3:8])=[CH:4][N:3]=2)=[CH:13][CH:12]=1. The yield is 0.640. (4) The catalyst is C1COCC1.CCOC(C)=O. The yield is 0.960. The reactants are [CH2:1]([C:8]1[N:13]=[N:12][C:11]([N:14]2[CH2:19][CH2:18][N:17]([C:20]3[N:25]=[C:24]([C:26]([F:29])([F:28])[F:27])[C:23]([C:30]([O:32]C)=[O:31])=[CH:22][N:21]=3)[C@H:16]([CH3:34])[CH2:15]2)=[C:10]([CH3:35])[C:9]=1[CH3:36])[C:2]1[CH:7]=[CH:6][CH:5]=[CH:4][CH:3]=1.[Li+].[OH-]. The product is [CH2:1]([C:8]1[N:13]=[N:12][C:11]([N:14]2[CH2:19][CH2:18][N:17]([C:20]3[N:25]=[C:24]([C:26]([F:29])([F:28])[F:27])[C:23]([C:30]([OH:32])=[O:31])=[CH:22][N:21]=3)[C@H:16]([CH3:34])[CH2:15]2)=[C:10]([CH3:35])[C:9]=1[CH3:36])[C:2]1[CH:3]=[CH:4][CH:5]=[CH:6][CH:7]=1. (5) The reactants are [C:1]([O:5][C:6](=[O:42])[N:7]([C@H:9]([C:11](=[O:41])[NH:12][C@@H:13]1[C:19](=[O:20])[N:18]([CH2:21][C:22]2[C:31]3[C:26](=[CH:27][C:28]([Br:32])=[CH:29][CH:30]=3)[CH:25]=[CH:24][C:23]=2[O:33][CH3:34])[C:17]2[CH:35]=[CH:36][C:37]([C:39]#[N:40])=[CH:38][C:16]=2[NH:15][CH2:14]1)[CH3:10])[CH3:8])([CH3:4])([CH3:3])[CH3:2].[C:43]([OH:54])(=O)[C:44]1[CH:52]=[CH:51][C:47]([C:48]([OH:50])=O)=[CH:46][CH:45]=1.O=P(Cl)(Cl)Cl. The catalyst is N1C=CC=CC=1. The product is [Br:32][C:28]1[CH:27]=[C:26]2[C:31](=[CH:30][CH:29]=1)[C:22]([CH2:21][N:18]1[C:17]3[CH:35]=[CH:36][C:37]([C:39]#[N:40])=[CH:38][C:16]=3[N:15]([C:48](=[O:50])[C:47]3[CH:46]=[CH:45][C:44]([C:43]([N:15]4[C:16]5[CH:38]=[C:37]([C:39]#[N:40])[CH:36]=[CH:35][C:17]=5[N:18]([CH2:21][C:22]5[C:31]6[C:26](=[CH:27][C:28]([Br:32])=[CH:29][CH:30]=6)[CH:25]=[CH:24][C:23]=5[O:33][CH3:34])[C:19](=[O:20])[C@@H:13]([NH:12][C:11](=[O:41])[C@@H:9]([N:7]([C:6]([O:5][C:1]([CH3:4])([CH3:3])[CH3:2])=[O:42])[CH3:8])[CH3:10])[CH2:14]4)=[O:54])=[CH:52][CH:51]=3)[CH2:14][C@H:13]([NH:12][C:11](=[O:41])[C@@H:9]([N:7]([CH3:8])[C:6](=[O:42])[O:5][C:1]([CH3:2])([CH3:3])[CH3:4])[CH3:10])[C:19]1=[O:20])=[C:23]([O:33][CH3:34])[CH:24]=[CH:25]2. The yield is 0.0100. (6) The product is [C:1]([C:3]1[CH:4]=[C:5]([CH:9]=[CH:10][C:11]=1[O:12][CH:13]([CH3:15])[CH3:14])[C:6]([NH:29][NH2:30])=[O:7])#[N:2]. The catalyst is O1CCCC1. The reactants are [C:1]([C:3]1[CH:4]=[C:5]([CH:9]=[CH:10][C:11]=1[O:12][CH:13]([CH3:15])[CH3:14])[C:6](O)=[O:7])#[N:2].C(N1C=CN=C1)(N1C=CN=C1)=O.O.[NH2:29][NH2:30]. The yield is 0.950. (7) The reactants are I[C:2]1[CH:3]=[CH:4][C:5]2[N:6]([CH:8]=[C:9]([NH:11][C:12]([CH:14]3[CH2:16][CH2:15]3)=[O:13])[N:10]=2)[N:7]=1.[NH2:17][C:18]1[CH:19]=[C:20]([OH:26])[C:21]([Cl:25])=[CH:22][C:23]=1[F:24].C(=O)([O-])[O-].[K+].[K+]. The catalyst is CN(C)C=O. The product is [NH2:17][C:18]1[C:23]([F:24])=[CH:22][C:21]([Cl:25])=[C:20]([CH:19]=1)[O:26][C:2]1[CH:3]=[CH:4][C:5]2[N:6]([CH:8]=[C:9]([NH:11][C:12]([CH:14]3[CH2:16][CH2:15]3)=[O:13])[N:10]=2)[N:7]=1. The yield is 0.560. (8) The reactants are [CH2:1]=O.[CH3:3][NH:4][C:5]1([C:15]2[CH:16]=[N:17][CH:18]=[CH:19][CH:20]=2)[CH2:14][CH2:13][C:8]2([O:12][CH2:11][CH2:10][O:9]2)[CH2:7][CH2:6]1.[H][H]. The catalyst is C(O)C.[Pd]. The product is [CH3:3][N:4]([CH3:1])[C:5]1([C:15]2[CH:16]=[N:17][CH:18]=[CH:19][CH:20]=2)[CH2:14][CH2:13][C:8]2([O:9][CH2:10][CH2:11][O:12]2)[CH2:7][CH2:6]1. The yield is 0.890.